From a dataset of Forward reaction prediction with 1.9M reactions from USPTO patents (1976-2016). Predict the product of the given reaction. Given the reactants Cl.[NH2:2][CH2:3][NH:4][C:5](=[O:30])[C:6]1[CH:11]=[CH:10][C:9]([C:12]2[CH2:16][C:15]([C:21]3[CH:26]=[C:25]([Cl:27])[CH:24]=[C:23]([Cl:28])[CH:22]=3)([C:17]([F:20])([F:19])[F:18])[O:14][N:13]=2)=[CH:8][C:7]=1[CH3:29].Cl[C:32]([O:34][CH3:35])=[O:33].C(N(CC)CC)C, predict the reaction product. The product is: [CH3:35][O:34][C:32](=[O:33])[NH:2][CH2:3][NH:4][C:5](=[O:30])[C:6]1[CH:11]=[CH:10][C:9]([C:12]2[CH2:16][C:15]([C:21]3[CH:22]=[C:23]([Cl:28])[CH:24]=[C:25]([Cl:27])[CH:26]=3)([C:17]([F:18])([F:19])[F:20])[O:14][N:13]=2)=[CH:8][C:7]=1[CH3:29].